From a dataset of Forward reaction prediction with 1.9M reactions from USPTO patents (1976-2016). Predict the product of the given reaction. Given the reactants [Cl:1][C:2]1[CH:3]=[C:4]([NH:9][C:10]2[O:11][C:12]([CH2:15][O:16][C:17]3[CH:22]=[CH:21][C:20]([N+:23]([O-])=O)=[CH:19][CH:18]=3)=[N:13][N:14]=2)[CH:5]=[CH:6][C:7]=1[Cl:8].CO.[Cl-].[NH4+], predict the reaction product. The product is: [NH2:23][C:20]1[CH:21]=[CH:22][C:17]([O:16][CH2:15][C:12]2[O:11][C:10]([NH:9][C:4]3[CH:5]=[CH:6][C:7]([Cl:8])=[C:2]([Cl:1])[CH:3]=3)=[N:14][N:13]=2)=[CH:18][CH:19]=1.